From a dataset of Full USPTO retrosynthesis dataset with 1.9M reactions from patents (1976-2016). Predict the reactants needed to synthesize the given product. (1) Given the product [CH3:2][C:3]1([CH3:10])[NH:7][C:6](=[O:8])[N:5]([C:21]([C:11]2[C:20]3[C:15](=[CH:16][CH:17]=[CH:18][CH:19]=3)[CH:14]=[CH:13][CH:12]=2)=[O:22])[C:4]1=[O:9], predict the reactants needed to synthesize it. The reactants are: [K].[CH3:2][C:3]1([CH3:10])[NH:7][C:6](=[O:8])[NH:5][C:4]1=[O:9].[C:11]1([C:21](Cl)=[O:22])[C:20]2[C:15](=[CH:16][CH:17]=[CH:18][CH:19]=2)[CH:14]=[CH:13][CH:12]=1.C(OCC)(=O)C. (2) Given the product [Cl:1][CH2:2][CH2:3][CH2:4][C:5]([C:10]1[CH:15]=[CH:14][C:13]([Cl:16])=[CH:12][CH:11]=1)([CH3:9])[C:6]([NH:25][NH:24][C:22](=[O:23])[C:21]1[CH:26]=[CH:27][C:28]([C:29]2[O:33][C:32]([CH3:34])=[N:31][CH:30]=2)=[C:19]([O:18][CH3:17])[CH:20]=1)=[O:8], predict the reactants needed to synthesize it. The reactants are: [Cl:1][CH2:2][CH2:3][CH2:4][C:5]([C:10]1[CH:15]=[CH:14][C:13]([Cl:16])=[CH:12][CH:11]=1)([CH3:9])[C:6]([OH:8])=O.[CH3:17][O:18][C:19]1[CH:20]=[C:21]([CH:26]=[CH:27][C:28]=1[C:29]1[O:33][C:32]([CH3:34])=[N:31][CH:30]=1)[C:22]([NH:24][NH2:25])=[O:23].C(N(CC)CC)C.CN(C(ON1N=NC2C=CC=NC1=2)=[N+](C)C)C.F[P-](F)(F)(F)(F)F. (3) Given the product [OH:42][C:31]1([C:29]2[S:30][C:26]([C:11]3[CH:12]=[C:13]([NH:15][C:16]4[N:21]=[C:20]([C:22]([F:25])([F:24])[F:23])[CH:19]=[CH:18][N:17]=4)[CH:14]=[C:9]([C:3]4[S:2][CH:6]=[CH:5][N:4]=4)[CH:10]=3)=[CH:27][N:28]=2)[CH2:36][CH2:35][CH:34]([C:37]([OH:39])=[O:38])[C:33]([CH3:41])([CH3:40])[CH2:32]1, predict the reactants needed to synthesize it. The reactants are: [Br-].[S:2]1[CH:6]=[CH:5][N:4]=[C:3]1[Zn+].Cl[C:9]1[CH:10]=[C:11]([C:26]2[S:30][C:29]([C:31]3([OH:42])[CH2:36][CH2:35][CH:34]([C:37]([OH:39])=[O:38])[C:33]([CH3:41])([CH3:40])[CH2:32]3)=[N:28][CH:27]=2)[CH:12]=[C:13]([NH:15][C:16]2[N:21]=[C:20]([C:22]([F:25])([F:24])[F:23])[CH:19]=[CH:18][N:17]=2)[CH:14]=1.C1(P(C2CCCCC2)C2C=CC=CC=2C2C(C(C)C)=CC(C(C)C)=CC=2C(C)C)CCCCC1. (4) Given the product [OH:4][CH2:3][CH2:2][S:1][CH:15]1[CH2:19][CH2:18][O:17][C:16]1=[O:20], predict the reactants needed to synthesize it. The reactants are: [SH:1][CH2:2][CH2:3][OH:4].CCN(C(C)C)C(C)C.Br[CH:15]1[CH2:19][CH2:18][O:17][C:16]1=[O:20]. (5) Given the product [C:14]([S:16][CH:25]([C:27]1[CH:32]=[CH:31][CH:30]=[CH:29][CH:28]=1)[CH3:26])([S:13][CH2:1][CH2:2][CH2:3][CH2:4][CH2:5][CH2:6][CH2:7][CH2:8][CH2:9][CH2:10][CH2:11][CH3:12])=[S:15], predict the reactants needed to synthesize it. The reactants are: [CH2:1]([SH:13])[CH2:2][CH2:3][CH2:4][CH2:5][CH2:6][CH2:7][CH2:8][CH2:9][CH2:10][CH2:11][CH3:12].[C:14](=[S:16])=[S:15].C(N(CC)CC)C.Br[CH:25]([C:27]1[CH:32]=[CH:31][CH:30]=[CH:29][CH:28]=1)[CH3:26]. (6) Given the product [Br:14][C:15]1[CH:16]=[C:17]2[C:6]([C:2]3[O:1][CH:5]=[CH:4][CH:3]=3)=[C:7]([C:8]3[O:9][CH:10]=[CH:11][CH:12]=3)[NH:21][C:18]2=[N:19][CH:20]=1, predict the reactants needed to synthesize it. The reactants are: [O:1]1[CH:5]=[CH:4][CH:3]=[C:2]1[C:6](=O)[CH2:7][C:8]1[O:9][CH:10]=[CH:11][CH:12]=1.[Br:14][C:15]1[CH:16]=[CH:17][C:18]([NH:21]N)=[N:19][CH:20]=1.C(O)(=O)C. (7) The reactants are: [F:1][C:2]([F:35])([CH3:34])[C:3]([NH:5][C@@H:6]([CH3:33])[C@H:7]([O:14][C:15]1[CH:16]=[C:17]2[C:21](=[CH:22][CH:23]=1)[N:20]([C:24]1[CH:25]=[C:26]([CH:30]=[CH:31][CH:32]=1)[C:27]([NH2:29])=[O:28])[N:19]=[CH:18]2)[C:8]1[CH:13]=[CH:12][CH:11]=[CH:10][CH:9]=1)=[O:4].Cl.N[CH2:38][CH2:39][N:40]1[C:44](=[O:45])[C:43]([CH3:47])([CH3:46])[O:42][C:41]1=[O:48]. Given the product [F:35][C:2]([F:1])([CH3:34])[C:3]([NH:5][C@@H:6]([CH3:33])[C@H:7]([O:14][C:15]1[CH:16]=[C:17]2[C:21](=[CH:22][CH:23]=1)[N:20]([C:24]1[CH:25]=[C:26]([CH:30]=[CH:31][CH:32]=1)[C:27]([NH:29][CH2:38][CH2:39][N:40]1[C:44](=[O:45])[C:43]([CH3:47])([CH3:46])[O:42][C:41]1=[O:48])=[O:28])[N:19]=[CH:18]2)[C:8]1[CH:9]=[CH:10][CH:11]=[CH:12][CH:13]=1)=[O:4], predict the reactants needed to synthesize it. (8) Given the product [Cl:1][C:2]1[CH:3]=[CH:4][C:5]([C:6]([N:56]2[CH2:57][CH2:58][N:53]([C:50]3[CH:49]=[CH:48][C:47]([O:46][CH2:45][CH2:44][CH2:43][N:37]4[CH2:38][CH2:39][CH2:40][CH2:41][CH2:42]4)=[CH:52][CH:51]=3)[CH2:54][CH2:55]2)=[O:8])=[CH:9][CH:10]=1, predict the reactants needed to synthesize it. The reactants are: [Cl:1][C:2]1[CH:10]=[CH:9][C:5]([C:6]([OH:8])=O)=[CH:4][CH:3]=1.C1(N=C=NC2CCCCC2)CCCCC1.O.ON1C2C=CC=CC=2N=N1.[N:37]1([CH2:43][CH2:44][CH2:45][O:46][C:47]2[CH:52]=[CH:51][C:50]([N:53]3[CH2:58][CH2:57][NH:56][CH2:55][CH2:54]3)=[CH:49][CH:48]=2)[CH2:42][CH2:41][CH2:40][CH2:39][CH2:38]1. (9) Given the product [F:1][C:2]1[CH:3]=[CH:4][C:5]([CH:8]2[CH2:13][CH2:12][NH:11][CH2:10][CH:9]2[CH2:15][OH:21])=[CH:6][CH:7]=1, predict the reactants needed to synthesize it. The reactants are: [F:1][C:2]1[CH:7]=[CH:6][C:5]([CH:8]2[CH2:13][C:12](=O)[NH:11][CH2:10][CH:9]2[CH2:15]CC(O)=O)=[CH:4][CH:3]=1.B.[O:21]1CCCC1. (10) Given the product [C:49]1([C@@H:55]([NH:57][C:28]([C:23]2[CH:24]=[N:25][C:26]3[C:21]([CH:22]=2)=[CH:20][CH:19]=[C:18]([NH:17][C:15]([C:10]2[C:9]([C:6]4[CH:7]=[CH:8][C:3]([C:2]([F:32])([F:31])[F:1])=[CH:4][CH:5]=4)=[CH:14][CH:13]=[CH:12][CH:11]=2)=[O:16])[CH:27]=3)=[O:29])[C:38]2[CH:37]=[CH:36][CH:63]=[CH:40][N:39]=2)[CH:54]=[CH:53][CH:52]=[CH:51][CH:50]=1, predict the reactants needed to synthesize it. The reactants are: [F:1][C:2]([F:32])([F:31])[C:3]1[CH:8]=[CH:7][C:6]([C:9]2[C:10]([C:15]([NH:17][C:18]3[CH:27]=[C:26]4[C:21]([CH:22]=[C:23]([C:28](O)=[O:29])[CH:24]=[N:25]4)=[CH:20][CH:19]=3)=[O:16])=[CH:11][CH:12]=[CH:13][CH:14]=2)=[CH:5][CH:4]=1.Cl.CN(C)[CH2:36][CH2:37][CH2:38][N:39]=[C:40]=NCC.ON1[C:50]2[CH:51]=[CH:52][CH:53]=[CH:54][C:49]=2N=N1.[CH2:55]([N:57](CC)CC)C.Cl[CH2:63]Cl.